This data is from Full USPTO retrosynthesis dataset with 1.9M reactions from patents (1976-2016). The task is: Predict the reactants needed to synthesize the given product. (1) Given the product [CH3:25][C:17]1([CH3:26])[O:16][C:15](=[O:27])[N:14]([CH:11]2[CH2:12][CH2:13][C:8]([C:5]3[CH:4]=[C:3]([C:28]4[N:33]=[CH:32][CH:31]=[CH:30][N:29]=4)[C:2](=[O:34])[NH:7][CH:6]=3)=[CH:9][CH2:10]2)[C@H:18]1[C:19]1[CH:24]=[CH:23][CH:22]=[CH:21][CH:20]=1, predict the reactants needed to synthesize it. The reactants are: F[C:2]1[N:7]=[CH:6][C:5]([C:8]2[CH2:13][CH2:12][CH:11]([N:14]3[C@@H:18]([C:19]4[CH:24]=[CH:23][CH:22]=[CH:21][CH:20]=4)[C:17]([CH3:26])([CH3:25])[O:16][C:15]3=[O:27])[CH2:10][CH:9]=2)=[CH:4][C:3]=1[C:28]1[N:33]=[CH:32][CH:31]=[CH:30][N:29]=1.[O:34]1CCOCC1.Cl. (2) Given the product [CH3:1][N:2]1[C@@H:11]2[CH2:12][C:13]3[CH:18]=[CH:17][C:16]([O:19][CH3:20])=[C:15]4[O:21][C@H:6]5[C:7]([CH2:8][CH2:9][C@:10]2([OH:22])[C@:5]5([C:14]=34)[CH2:4][CH2:3]1)=[O:23], predict the reactants needed to synthesize it. The reactants are: [CH3:1][N:2]1[C@@H:11]2[CH2:12][C:13]3[CH:18]=[CH:17][C:16]([O:19][CH3:20])=[C:15]4[O:21][C@H:6]5[C@@H:7]([OH:23])[CH2:8][CH2:9][C@:10]2([OH:22])[C@:5]5([C:14]=34)[CH2:4][CH2:3]1.[Cr](Cl)([O-])(=O)=O.[NH+]1C=CC=CC=1.C(=O)(O)[O-].[Na+]. (3) Given the product [CH2:3]([O:10][C:12]1[CH:17]=[C:16]([CH3:18])[N:15]=[CH:14][N:13]=1)[C:4]1[CH:9]=[CH:8][CH:7]=[CH:6][CH:5]=1, predict the reactants needed to synthesize it. The reactants are: [H-].[Na+].[CH2:3]([OH:10])[C:4]1[CH:9]=[CH:8][CH:7]=[CH:6][CH:5]=1.Cl[C:12]1[CH:17]=[C:16]([CH3:18])[N:15]=[CH:14][N:13]=1.